This data is from Full USPTO retrosynthesis dataset with 1.9M reactions from patents (1976-2016). The task is: Predict the reactants needed to synthesize the given product. (1) Given the product [C:1]([C:5]1[N:10]=[C:9]([N:11]2[CH2:16][CH2:15][N:14]([CH2:17][CH2:18][CH2:19][CH2:20][NH:21][C:31]([N:33]3[CH2:34][CH2:35][N:36]4[C:39]([CH3:38])=[N:40][N:41]=[C:42]4[CH2:37]3)=[O:32])[CH2:13][CH2:12]2)[CH:8]=[C:7]([C:22]([F:24])([F:25])[F:23])[N:6]=1)([CH3:4])([CH3:2])[CH3:3], predict the reactants needed to synthesize it. The reactants are: [C:1]([C:5]1[N:10]=[C:9]([N:11]2[CH2:16][CH2:15][N:14]([CH2:17][CH2:18][CH2:19][CH2:20][NH2:21])[CH2:13][CH2:12]2)[CH:8]=[C:7]([C:22]([F:25])([F:24])[F:23])[N:6]=1)([CH3:4])([CH3:3])[CH3:2].C1N=CN([C:31]([N:33]2[CH:37]=[N:36][CH:35]=[CH:34]2)=[O:32])C=1.[CH3:38][C:39]1N2CCNC[C:42]2=[N:41][N:40]=1. (2) The reactants are: [N:1]1[C:10]2[C:5](=[CH:6][C:7]([CH2:11][N:12]3[C:16]4=[N:17][C:18]([CH:21]=O)=[CH:19][N:20]=[C:15]4[N:14]=[N:13]3)=[CH:8][CH:9]=2)[CH:4]=[CH:3][CH:2]=1.Cl.[NH2:24][O:25][CH2:26][CH2:27][OH:28]. Given the product [OH:28][CH2:27][CH2:26][O:25]/[N:24]=[CH:21]/[C:18]1[N:17]=[C:16]2[N:12]([CH2:11][C:7]3[CH:6]=[C:5]4[C:10](=[CH:9][CH:8]=3)[N:1]=[CH:2][CH:3]=[CH:4]4)[N:13]=[N:14][C:15]2=[N:20][CH:19]=1, predict the reactants needed to synthesize it. (3) The reactants are: Cl.Cl.[NH2:3][CH2:4][CH2:5][N:6]1[C:14]2[C:13]([NH:15][C:16]3[CH:21]=[CH:20][C:19]([O:22][C:23]4[C:28]5[CH:29]=[N:30][S:31][C:27]=5[CH:26]=[CH:25][CH:24]=4)=[C:18]([F:32])[CH:17]=3)=[N:12][CH:11]=[N:10][C:9]=2[CH:8]=[CH:7]1.[CH3:33][S:34]([CH2:37][C:38](O)=[O:39])(=[O:36])=[O:35].ON1C2C=CC=CC=2N=N1.Cl.C(N=C=NCCCN(C)C)C. Given the product [S:31]1[C:27]2[CH:26]=[CH:25][CH:24]=[C:23]([O:22][C:19]3[CH:20]=[CH:21][C:16]([NH:15][C:13]4[C:14]5[N:6]([CH2:5][CH2:4][NH:3][C:38](=[O:39])[CH2:37][S:34]([CH3:33])(=[O:36])=[O:35])[CH:7]=[CH:8][C:9]=5[N:10]=[CH:11][N:12]=4)=[CH:17][C:18]=3[F:32])[C:28]=2[CH:29]=[N:30]1, predict the reactants needed to synthesize it. (4) Given the product [ClH:27].[Cl:27][C:28]1[CH:29]=[C:30]2[C:35](=[CH:36][CH:37]=1)[CH:34]=[C:33]([S:38]([NH:41][CH:42]1[CH2:47][CH2:46][N:45]([C:17]([C:15]3[S:14][C:11]4[CH2:12][CH2:13][NH:8][CH2:9][C:10]=4[CH:16]=3)=[O:19])[CH2:44][CH2:43]1)(=[O:39])=[O:40])[CH:32]=[CH:31]2, predict the reactants needed to synthesize it. The reactants are: C(OC([N:8]1[CH2:13][CH2:12][C:11]2[S:14][C:15]([C:17]([OH:19])=O)=[CH:16][C:10]=2[CH2:9]1)=O)(C)(C)C.FC(F)(F)C(O)=O.[Cl:27][C:28]1[CH:29]=[C:30]2[C:35](=[CH:36][CH:37]=1)[CH:34]=[C:33]([S:38]([NH:41][CH:42]1[CH2:47][CH2:46][NH:45][CH2:44][CH2:43]1)(=[O:40])=[O:39])[CH:32]=[CH:31]2. (5) Given the product [F:17][C:18]([F:31])([F:30])[S:19]([O:7][CH2:6][C:3]1([C:2]([F:9])([F:8])[F:1])[CH2:5][CH2:4]1)(=[O:21])=[O:20], predict the reactants needed to synthesize it. The reactants are: [F:1][C:2]([F:9])([F:8])[C:3]1([CH2:6][OH:7])[CH2:5][CH2:4]1.C(N(CC)CC)C.[F:17][C:18]([F:31])([F:30])[S:19](O[S:19]([C:18]([F:31])([F:30])[F:17])(=[O:21])=[O:20])(=[O:21])=[O:20]. (6) The reactants are: [F-].[K+].[NH2:3][C@H:4]([C:6]1[N:15]([C:16]2[CH:17]=[N:18][CH:19]=[CH:20][CH:21]=2)[C:14](=[O:22])[C:13]2[C:8](=[CH:9][CH:10]=[CH:11][C:12]=2[Cl:23])[N:7]=1)[CH3:5].[NH2:24][C:25]1[N:30]=[C:29]([NH2:31])[C:28]([C:32]#[N:33])=[C:27](Cl)[N:26]=1.C(N(C(C)C)CC)(C)C. Given the product [NH2:24][C:25]1[N:30]=[C:29]([NH2:31])[C:28]([C:32]#[N:33])=[C:27]([NH:3][C@H:4]([C:6]2[N:15]([C:16]3[CH:17]=[N:18][CH:19]=[CH:20][CH:21]=3)[C:14](=[O:22])[C:13]3[C:8](=[CH:9][CH:10]=[CH:11][C:12]=3[Cl:23])[N:7]=2)[CH3:5])[N:26]=1, predict the reactants needed to synthesize it. (7) Given the product [NH2:1][C:2]1[C:3]([C:19]([NH:21][C:22]2[CH:23]=[N:24][CH:25]=[CH:26][C:27]=2[N:28]2[CH2:33][C@H:32]([CH3:34])[CH2:31][C@H:30]([NH2:35])[CH2:29]2)=[O:20])=[N:4][C:5]2[C:10]([CH:11]=1)=[CH:9][CH:8]=[C:7]([CH:12]1[CH2:17][CH2:16][N:15]([CH3:18])[CH2:14][CH2:13]1)[CH:6]=2, predict the reactants needed to synthesize it. The reactants are: [NH2:1][C:2]1[C:3]([C:19]([NH:21][C:22]2[CH:23]=[N:24][CH:25]=[CH:26][C:27]=2[N:28]2[CH2:33][C@H:32]([CH3:34])[CH2:31][C@H:30]([NH:35]C(=O)OC(C)(C)C)[CH2:29]2)=[O:20])=[N:4][C:5]2[C:10]([CH:11]=1)=[CH:9][CH:8]=[C:7]([CH:12]1[CH2:17][CH2:16][N:15]([CH3:18])[CH2:14][CH2:13]1)[CH:6]=2.Cl. (8) Given the product [NH2:1][CH2:4][C:5]1[CH:10]=[C:9]([OH:11])[CH:8]=[CH:7][C:6]=1[S:12]([NH:15][C:16]1[CH:17]=[CH:18][C:19]2[CH2:23][O:22][B:21]([OH:24])[C:20]=2[CH:25]=1)(=[O:13])=[O:14], predict the reactants needed to synthesize it. The reactants are: [N:1]([CH2:4][C:5]1[CH:10]=[C:9]([OH:11])[CH:8]=[CH:7][C:6]=1[S:12]([NH:15][C:16]1[CH:17]=[CH:18][C:19]2[CH2:23][O:22][B:21]([OH:24])[C:20]=2[CH:25]=1)(=[O:14])=[O:13])=[N+]=[N-]. (9) Given the product [C:11]([N:7]1[CH2:8][CH2:9][CH2:10][C@H:6]1[C:4]([OH:5])=[O:20])([O:13][C:14]([CH3:17])([CH3:16])[CH3:15])=[O:12], predict the reactants needed to synthesize it. The reactants are: [N+](=C[C:4]([C@@H:6]1[CH2:10][CH2:9][CH2:8][N:7]1[C:11]([O:13][C:14]([CH3:17])([CH3:16])[CH3:15])=[O:12])=[O:5])=[N-].C.C[OH:20]. (10) Given the product [CH3:1][C:2]1[C:6]([C:7]2[N:11]([C:12]3[CH:13]=[CH:14][C:15]([OH:18])=[CH:16][CH:17]=3)[N:10]=[C:9]([CH2:20][CH2:21][CH3:22])[C:8]=2[CH:23]=[N:24][OH:25])=[C:5]([CH3:26])[O:4][N:3]=1.[CH3:1][C:2]1[C:6]([C:7]2[N:11]([C:12]3[CH:13]=[CH:14][C:15]([O:18][CH3:19])=[CH:16][CH:17]=3)[N:10]=[C:9]([CH2:20][CH2:21][CH3:22])[C:8]=2[CH:23]=[N:24][OH:25])=[C:5]([CH3:26])[O:4][N:3]=1, predict the reactants needed to synthesize it. The reactants are: [CH3:1][C:2]1[C:6]([C:7]2[N:11]([C:12]3[CH:17]=[CH:16][C:15]([O:18][CH3:19])=[CH:14][CH:13]=3)[N:10]=[C:9]([CH2:20][CH2:21][CH3:22])[C:8]=2/[CH:23]=[N:24]/[OH:25])=[C:5]([CH3:26])[O:4][N:3]=1.B(Br)(Br)Br.O.